Dataset: Catalyst prediction with 721,799 reactions and 888 catalyst types from USPTO. Task: Predict which catalyst facilitates the given reaction. (1) Reactant: [C:1](Cl)(=[O:12])[O:2][C:3]1[CH:8]=[CH:7][C:6]([N+:9]([O-:11])=[O:10])=[CH:5][CH:4]=1.Cl.[CH3:15][N:16]1[CH2:21][CH2:20][N:19]([C:22]2[CH:27]=[C:26]([C:28]3[CH:37]=[C:36]4[C:31]([CH2:32][CH2:33][NH:34][CH2:35]4)=[CH:30][CH:29]=3)[N:25]=[C:24]([NH2:38])[N:23]=2)[CH2:18][CH2:17]1.C(N(CC)CC)C.C(#N)C. Product: [NH2:38][C:24]1[N:25]=[C:26]([C:28]2[CH:37]=[C:36]3[C:31]([CH2:32][CH2:33][N:34]([C:1]([O:2][C:3]4[CH:8]=[CH:7][C:6]([N+:9]([O-:11])=[O:10])=[CH:5][CH:4]=4)=[O:12])[CH2:35]3)=[CH:30][CH:29]=2)[CH:27]=[C:22]([N:19]2[CH2:18][CH2:17][N:16]([CH3:15])[CH2:21][CH2:20]2)[N:23]=1. The catalyst class is: 6. (2) Reactant: Cl.[CH3:2][O:3][C:4](=[O:8])[C@H:5]([CH3:7])[NH2:6].C(N(CC)CC)C.[C:16](Cl)(=[O:19])[CH2:17][CH3:18]. Product: [C:16]([NH:6][C@@H:5]([CH3:7])[C:4]([O:3][CH3:2])=[O:8])(=[O:19])[CH2:17][CH3:18]. The catalyst class is: 4. (3) Reactant: C(O[C:4](=[N:6][C:7](=O)[C:8]1[CH:13]=[CH:12][C:11]([Br:14])=[CH:10][CH:9]=1)[CH3:5])C.[CH3:16][S:17]([C:20]1[CH:21]=[CH:22][C:23]([NH:26][NH2:27])=[N:24][CH:25]=1)(=[O:19])=[O:18].O. Product: [Br:14][C:11]1[CH:10]=[CH:9][C:8]([C:7]2[N:26]([C:23]3[CH:22]=[CH:21][C:20]([S:17]([CH3:16])(=[O:19])=[O:18])=[CH:25][N:24]=3)[N:27]=[C:4]([CH3:5])[N:6]=2)=[CH:13][CH:12]=1. The catalyst class is: 98. (4) Reactant: [CH2:1]([O:8][CH2:9][CH2:10][CH2:11][C@H:12]([C:21]1[C:25]2[CH:26](OC(N3C=CN=C3)=S)[CH2:27][CH2:28][CH:29]([CH2:30][CH2:31][CH:32]([CH3:34])[CH3:33])[C:24]=2[O:23][N:22]=1)[CH2:13][C:14]([O:16][C:17]([CH3:20])([CH3:19])[CH3:18])=[O:15])[C:2]1[CH:7]=[CH:6][CH:5]=[CH:4][CH:3]=1.C([Sn](CCCC)CCCC)CCC.N(C(C)(C)C#N)=NC(C)(C)C#N. Product: [CH2:1]([O:8][CH2:9][CH2:10][CH2:11][C@H:12]([C:21]1[C:25]2[CH2:26][CH2:27][CH2:28][CH:29]([CH2:30][CH2:31][CH:32]([CH3:34])[CH3:33])[C:24]=2[O:23][N:22]=1)[CH2:13][C:14]([O:16][C:17]([CH3:20])([CH3:19])[CH3:18])=[O:15])[C:2]1[CH:3]=[CH:4][CH:5]=[CH:6][CH:7]=1. The catalyst class is: 11. (5) Reactant: ClC(N(C)C)=C(C)C.[N:9]1([C:13]([C:15]2[N:16]=[CH:17][C:18]([O:21][C:22]3[CH:23]=[C:24]([CH:28]=[C:29]([O:31][CH:32]4[CH2:36][CH2:35][N:34]([CH3:37])[C:33]4=[O:38])[CH:30]=3)[C:25]([OH:27])=O)=[N:19][CH:20]=2)=[O:14])[CH2:12][CH2:11][CH2:10]1.[CH3:39][C:40]1[N:41]=[C:42]([NH2:45])[S:43][CH:44]=1.N1C=CC=CC=1. Product: [N:9]1([C:13]([C:15]2[N:16]=[CH:17][C:18]([O:21][C:22]3[CH:23]=[C:24]([CH:28]=[C:29]([O:31][C@@H:32]4[CH2:36][CH2:35][N:34]([CH3:37])[C:33]4=[O:38])[CH:30]=3)[C:25]([NH:45][C:42]3[S:43][CH:44]=[C:40]([CH3:39])[N:41]=3)=[O:27])=[N:19][CH:20]=2)=[O:14])[CH2:10][CH2:11][CH2:12]1. The catalyst class is: 2. (6) Reactant: [C:1]([C:9]1[CH:10]=[C:11]([N:15]2[CH2:20][C@@H:19]3[CH2:21][C@H:16]2[CH2:17][N:18]3C(OC(C)(C)C)=O)[CH:12]=[N:13][CH:14]=1)(=[O:8])[C:2]1[CH:7]=[CH:6][CH:5]=[CH:4][CH:3]=1.[ClH:29]. Product: [ClH:29].[ClH:29].[C:1]([C:9]1[CH:10]=[C:11]([N:15]2[CH2:20][C@@H:19]3[CH2:21][C@H:16]2[CH2:17][NH:18]3)[CH:12]=[N:13][CH:14]=1)(=[O:8])[C:2]1[CH:3]=[CH:4][CH:5]=[CH:6][CH:7]=1. The catalyst class is: 13. (7) Reactant: [Cl:1][C:2]1[C:10]2[C:9]([N:11]3[CH2:15][CH2:14][C:13]4([CH2:20][CH2:19][N:18]([CH2:21][CH2:22][CH2:23][NH:24]C(=O)OC(C)(C)C)[CH2:17][CH2:16]4)[CH2:12]3)=[N:8][CH:7]=[N:6][C:5]=2[NH:4][CH:3]=1.C(O)(C(F)(F)F)=O. Product: [Cl:1][C:2]1[C:10]2[C:9]([N:11]3[CH2:15][CH2:14][C:13]4([CH2:20][CH2:19][N:18]([CH2:21][CH2:22][CH2:23][NH2:24])[CH2:17][CH2:16]4)[CH2:12]3)=[N:8][CH:7]=[N:6][C:5]=2[NH:4][CH:3]=1. The catalyst class is: 2. (8) Reactant: [Cl:1][C:2]1[N:7]=[C:6](Cl)[C:5]([Cl:9])=[CH:4][N:3]=1.[CH:10]1([CH2:13][O:14][C:15]2[NH:19][N:18]=[C:17]([NH2:20])[CH:16]=2)[CH2:12][CH2:11]1.C(N(CC)CC)C. Product: [CH:10]1([CH2:13][O:14][C:15]2[NH:19][N:18]=[C:17]([NH:20][C:6]3[C:5]([Cl:9])=[CH:4][N:3]=[C:2]([Cl:1])[N:7]=3)[CH:16]=2)[CH2:11][CH2:12]1. The catalyst class is: 14.